The task is: Predict the product of the given reaction.. This data is from Forward reaction prediction with 1.9M reactions from USPTO patents (1976-2016). (1) Given the reactants [CH:1]([C:3]1[C:4]([S:12][CH2:13][CH2:14][C:15]([O:17][CH2:18][CH:19]([CH2:24][CH3:25])[CH2:20][CH2:21][CH2:22][CH3:23])=[O:16])=[CH:5][C:6]2[O:10][CH2:9][O:8][C:7]=2[CH:11]=1)=[O:2].C[CH2:27][N:28]=[C:29]=NCCCN(C)C, predict the reaction product. The product is: [CH3:27][N:28]([CH3:29])[C:1]([C:3]1[C:4]([S:12][CH2:13][CH2:14][C:15]([O:17][CH2:18][CH:19]([CH2:24][CH3:25])[CH2:20][CH2:21][CH2:22][CH3:23])=[O:16])=[CH:5][C:6]2[O:10][CH2:9][O:8][C:7]=2[CH:11]=1)=[O:2]. (2) Given the reactants [C:1](Cl)(=[O:5])[CH2:2][CH2:3][CH3:4].C(N(CC)CC)C.[NH2:14][C:15]1[CH:16]=[N:17][C:18]2[C:23]([C:24]=1[Cl:25])=[CH:22][CH:21]=[CH:20][CH:19]=2, predict the reaction product. The product is: [Cl:25][C:24]1[C:23]2[C:18](=[CH:19][CH:20]=[CH:21][CH:22]=2)[N:17]=[CH:16][C:15]=1[NH:14][C:1](=[O:5])[CH2:2][CH2:3][CH3:4]. (3) The product is: [F:1][C:2]1[CH:7]=[C:6]([F:8])[CH:5]=[CH:4][C:3]=1[S:9]([CH:10]1[CH2:11][CH2:12][N:13]([C:16]([O:18][C:19]([CH3:22])([CH3:21])[CH3:20])=[O:17])[CH2:14][CH2:15]1)(=[O:23])=[O:29]. Given the reactants [F:1][C:2]1[CH:7]=[C:6]([F:8])[CH:5]=[CH:4][C:3]=1[S:9][CH:10]1[CH2:15][CH2:14][N:13]([C:16]([O:18][C:19]([CH3:22])([CH3:21])[CH3:20])=[O:17])[CH2:12][CH2:11]1.[OH:23]OS([O-])=O.[K+].[OH2:29], predict the reaction product. (4) The product is: [N:1]([C:22]1([CH2:24][C:25]([O:27][CH2:28][CH3:29])=[O:26])[C:11]2[C:12](=[N:13][CH:14]=[C:9]([Br:8])[CH:10]=2)[O:15][C:16]2[C:21]1=[CH:20][C:19]([I:30])=[CH:18][CH:17]=2)=[N+:2]=[N-:3]. Given the reactants [N:1]([Si](C)(C)C)=[N+:2]=[N-:3].[Br:8][C:9]1[CH:10]=[C:11]2[C:22]([CH2:24][C:25]([O:27][CH2:28][CH3:29])=[O:26])(O)[C:21]3[C:16](=[CH:17][CH:18]=[C:19]([I:30])[CH:20]=3)[O:15][C:12]2=[N:13][CH:14]=1, predict the reaction product. (5) Given the reactants [Br:1][C:2]1[CH:9]=[C:8]([F:10])[C:5]([CH:6]=O)=[C:4]([F:11])[CH:3]=1.[CH2:12]([NH2:17])[CH2:13][CH:14]([CH3:16])[CH3:15].C(O[BH-](OC(=O)C)OC(=O)C)(=O)C.[Na+].[OH-].[K+], predict the reaction product. The product is: [Br:1][C:2]1[CH:9]=[C:8]([F:10])[C:5]([CH2:6][NH:17][CH2:12][CH2:13][CH:14]([CH3:16])[CH3:15])=[C:4]([F:11])[CH:3]=1. (6) The product is: [Br:14][CH2:2][C:1]([C:4]1[CH:9]=[CH:8][CH:7]=[CH:6][CH:5]=1)=[O:3]. Given the reactants [C:1]([C:4]1[CH:9]=[CH:8][CH:7]=[CH:6][CH:5]=1)(=[O:3])[CH3:2].C(O)(=O)C.[Br:14]Br, predict the reaction product.